Dataset: Full USPTO retrosynthesis dataset with 1.9M reactions from patents (1976-2016). Task: Predict the reactants needed to synthesize the given product. (1) The reactants are: [H-].[Na+].[I-].[CH3:4][S+](C)(C)=O.[F:9][C:10]1[CH:15]=[CH:14][CH:13]=[CH:12][C:11]=1[CH:16]=[CH:17][C:18]([N:20]([O:22][CH3:23])[CH3:21])=[O:19]. Given the product [CH3:23][O:22][N:20]([CH3:21])[C:18]([CH:17]1[CH2:4][CH:16]1[C:11]1[CH:12]=[CH:13][CH:14]=[CH:15][C:10]=1[F:9])=[O:19], predict the reactants needed to synthesize it. (2) The reactants are: Cl[C:2]1[C:11]2[C:6](=[CH:7][C:8]([Cl:15])=[C:9]([N+:12]([O-:14])=[O:13])[CH:10]=2)[N:5]=[CH:4][C:3]=1[C:16]#[N:17].[CH3:18][O:19][C:20]1[CH:21]=[C:22]([CH:24]=[C:25]([O:29][CH3:30])[C:26]=1[O:27][CH3:28])[NH2:23].Cl.N1C=CC=CC=1.C(=O)([O-])[O-].[Na+].[Na+]. Given the product [Cl:15][C:8]1[CH:7]=[C:6]2[C:11]([C:2]([NH:23][C:22]3[CH:24]=[C:25]([O:29][CH3:30])[C:26]([O:27][CH3:28])=[C:20]([O:19][CH3:18])[CH:21]=3)=[C:3]([C:16]#[N:17])[CH:4]=[N:5]2)=[CH:10][C:9]=1[N+:12]([O-:14])=[O:13], predict the reactants needed to synthesize it.